This data is from Catalyst prediction with 721,799 reactions and 888 catalyst types from USPTO. The task is: Predict which catalyst facilitates the given reaction. Reactant: [F:1][C:2]1[CH:10]=[CH:9][C:5]([C:6]([OH:8])=[O:7])=[C:4]([CH3:11])[CH:3]=1.[CH3:12]O. Product: [F:1][C:2]1[CH:10]=[CH:9][C:5]([C:6]([O:8][CH3:12])=[O:7])=[C:4]([CH3:11])[CH:3]=1. The catalyst class is: 82.